This data is from Forward reaction prediction with 1.9M reactions from USPTO patents (1976-2016). The task is: Predict the product of the given reaction. (1) Given the reactants [CH3:1][NH:2][C:3](=[O:15])[C:4]1[CH:9]=[CH:8][C:7]([N+:10]([O-])=O)=[C:6]([NH:13][CH3:14])[CH:5]=1, predict the reaction product. The product is: [NH2:10][C:7]1[CH:8]=[CH:9][C:4]([C:3]([NH:2][CH3:1])=[O:15])=[CH:5][C:6]=1[NH:13][CH3:14]. (2) Given the reactants [F:1][C:2]([F:25])([F:24])[C:3]([C:6]1[CH:11]=[CH:10][C:9]([C:12]2[N:16]=[C:15]([C:17]3[CH:18]=[CH:19][C:20](=[O:23])[NH:21][N:22]=3)[O:14][N:13]=2)=[CH:8][CH:7]=1)([CH3:5])[CH3:4].Cl[CH2:27][C:28]1[CH:33]=[CH:32][N:31]=[C:30]([N:34]2[CH2:39][CH2:38][N:37]([CH:40]3[CH2:42][CH2:41]3)[CH2:36][CH2:35]2)[CH:29]=1, predict the reaction product. The product is: [CH:40]1([N:37]2[CH2:36][CH2:35][N:34]([C:30]3[CH:29]=[C:28]([CH2:27][N:21]4[C:20](=[O:23])[CH:19]=[CH:18][C:17]([C:15]5[O:14][N:13]=[C:12]([C:9]6[CH:10]=[CH:11][C:6]([C:3]([CH3:4])([CH3:5])[C:2]([F:1])([F:24])[F:25])=[CH:7][CH:8]=6)[N:16]=5)=[N:22]4)[CH:33]=[CH:32][N:31]=3)[CH2:39][CH2:38]2)[CH2:42][CH2:41]1. (3) Given the reactants [CH3:1][O:2][C:3]1[CH:8]=[CH:7][C:6]([CH3:9])=[CH:5][C:4]=1[C:10]1[N:15]=[C:14]([N:16]2[C:20]([C:21]([F:24])([F:23])[F:22])=[C:19]([C:25]([O:27][CH2:28][CH3:29])=[O:26])[CH:18]=[N:17]2)[CH:13]=[C:12]([N+:30]([O-])=O)[CH:11]=1.O.O.[Sn](Cl)Cl.NO.[Sn](Cl)Cl, predict the reaction product. The product is: [NH2:30][C:12]1[CH:11]=[C:10]([C:4]2[CH:5]=[C:6]([CH3:9])[CH:7]=[CH:8][C:3]=2[O:2][CH3:1])[N:15]=[C:14]([N:16]2[C:20]([C:21]([F:24])([F:23])[F:22])=[C:19]([C:25]([O:27][CH2:28][CH3:29])=[O:26])[CH:18]=[N:17]2)[CH:13]=1. (4) Given the reactants C(O[C:6](=[O:19])[NH:7][C:8]1[S:9][C:10]2[CH:16]=[CH:15][CH:14]=[C:13]([O:17][CH3:18])[C:11]=2[N:12]=1)(C)(C)C.[CH2:20]([NH2:26])C1OC=CC=1.[O:27]1[CH2:32][CH2:31]O[CH2:29][CH2:28]1, predict the reaction product. The product is: [O:27]1[CH:32]=[CH:31][CH:29]=[C:28]1[N:26]([CH3:20])[C:6]([NH:7][C:8]1[S:9][C:10]2[CH:16]=[CH:15][CH:14]=[C:13]([O:17][CH3:18])[C:11]=2[N:12]=1)=[O:19].